Dataset: Reaction yield outcomes from USPTO patents with 853,638 reactions. Task: Predict the reaction yield, written as a fraction of the theoretical maximum amount of product (1.0 means a 100% yield; for example, 0.34 means a 34% yield). (1) The reactants are C[O:2][C:3](=O)[CH2:4][CH:5]1[CH2:8][N:7]([C:9]([O:11][C:12]([CH3:15])([CH3:14])[CH3:13])=[O:10])[CH2:6]1.[NH2:17][NH2:18].O. The catalyst is CO. The product is [NH:17]([C:3](=[O:2])[CH2:4][CH:5]1[CH2:8][N:7]([C:9]([O:11][C:12]([CH3:15])([CH3:14])[CH3:13])=[O:10])[CH2:6]1)[NH2:18]. The yield is 0.960. (2) The reactants are [NH2:1][C:2]1[C:7]([F:8])=[CH:6][N:5]=[C:4]([OH:9])[N:3]=1.[CH3:10][O:11][C:12]1[CH:17]=[CH:16][C:15]([S:18](Cl)(=[O:20])=[O:19])=[CH:14][CH:13]=1. The catalyst is C(#N)C. The product is [NH2:1][C:2]1[C:7]([F:8])=[CH:6][N:5]([S:18]([C:15]2[CH:14]=[CH:13][C:12]([O:11][CH3:10])=[CH:17][CH:16]=2)(=[O:20])=[O:19])[C:4](=[O:9])[N:3]=1. The yield is 0.640. (3) The reactants are CC([CH2:5][N:6]([CH2:10][CH2:11][NH:12][C:13]1[N:14]=[C:15]([C:32]2[CH:37]=[C:36]([C:38]([NH:40][CH:41]([CH3:43])[CH3:42])=[O:39])[CH:35]=[CH:34][C:33]=2[CH3:44])[C:16]2[CH2:21][NH:20][C:19](=[O:22])[N:18]([C:23]3[C:28]([F:29])=[CH:27][CH:26]=[CH:25][C:24]=3[F:30])[C:17]=2[N:31]=1)C(=O)[O-])(C)C.C(O)(C(F)(F)F)=O. The catalyst is C(Cl)Cl. The product is [F:30][C:24]1[CH:25]=[CH:26][CH:27]=[C:28]([F:29])[C:23]=1[N:18]1[C:17]2[N:31]=[C:13]([NH:12][CH2:11][CH2:10][NH:6][CH3:5])[N:14]=[C:15]([C:32]3[CH:37]=[C:36]([CH:35]=[CH:34][C:33]=3[CH3:44])[C:38]([NH:40][CH:41]([CH3:42])[CH3:43])=[O:39])[C:16]=2[CH2:21][NH:20][C:19]1=[O:22]. The yield is 0.730. (4) The reactants are [F:1][C:2]1[CH:11]=[C:10]2[C:5]([CH:6]=[CH:7][C:8]([CH3:12])=[N:9]2)=[C:4]([N:13]2[CH2:18][CH2:17][N:16]([CH2:19][CH2:20][C:21]3[CH:30]=[CH:29][CH:28]=[C:27]4[C:22]=3[CH2:23][CH2:24][C:25]3[N:26]4[N:31]=[N:32][C:33]=3[C:34]([O:36]CC)=[O:35])[C@H:15]([CH3:39])[CH2:14]2)[CH:3]=1.[OH-].[K+]. No catalyst specified. The product is [F:1][C:2]1[CH:11]=[C:10]2[C:5]([CH:6]=[CH:7][C:8]([CH3:12])=[N:9]2)=[C:4]([N:13]2[CH2:18][CH2:17][N:16]([CH2:19][CH2:20][C:21]3[CH:30]=[CH:29][CH:28]=[C:27]4[C:22]=3[CH2:23][CH2:24][C:25]3[N:26]4[N:31]=[N:32][C:33]=3[C:34]([OH:36])=[O:35])[C@H:15]([CH3:39])[CH2:14]2)[CH:3]=1. The yield is 0.990.